Dataset: NCI-60 drug combinations with 297,098 pairs across 59 cell lines. Task: Regression. Given two drug SMILES strings and cell line genomic features, predict the synergy score measuring deviation from expected non-interaction effect. (1) Drug 1: C1=C(C(=O)NC(=O)N1)F. Drug 2: CC1CCC2CC(C(=CC=CC=CC(CC(C(=O)C(C(C(=CC(C(=O)CC(OC(=O)C3CCCCN3C(=O)C(=O)C1(O2)O)C(C)CC4CCC(C(C4)OC)OCCO)C)C)O)OC)C)C)C)OC. Cell line: HCT-15. Synergy scores: CSS=47.8, Synergy_ZIP=-3.05, Synergy_Bliss=-3.15, Synergy_Loewe=-0.725, Synergy_HSA=0.847. (2) Drug 1: CC1=C2C(C(=O)C3(C(CC4C(C3C(C(C2(C)C)(CC1OC(=O)C(C(C5=CC=CC=C5)NC(=O)OC(C)(C)C)O)O)OC(=O)C6=CC=CC=C6)(CO4)OC(=O)C)O)C)O. Drug 2: COC1=C2C(=CC3=C1OC=C3)C=CC(=O)O2. Cell line: T-47D. Synergy scores: CSS=3.19, Synergy_ZIP=-5.72, Synergy_Bliss=-7.85, Synergy_Loewe=-24.5, Synergy_HSA=-10.6. (3) Cell line: A549. Drug 1: CC1CCC2CC(C(=CC=CC=CC(CC(C(=O)C(C(C(=CC(C(=O)CC(OC(=O)C3CCCCN3C(=O)C(=O)C1(O2)O)C(C)CC4CCC(C(C4)OC)O)C)C)O)OC)C)C)C)OC. Synergy scores: CSS=7.62, Synergy_ZIP=2.14, Synergy_Bliss=6.34, Synergy_Loewe=3.93, Synergy_HSA=4.59. Drug 2: CC1CCC2CC(C(=CC=CC=CC(CC(C(=O)C(C(C(=CC(C(=O)CC(OC(=O)C3CCCCN3C(=O)C(=O)C1(O2)O)C(C)CC4CCC(C(C4)OC)OCCO)C)C)O)OC)C)C)C)OC. (4) Drug 1: CC1=C(C(=CC=C1)Cl)NC(=O)C2=CN=C(S2)NC3=CC(=NC(=N3)C)N4CCN(CC4)CCO. Drug 2: C1CN1C2=NC(=NC(=N2)N3CC3)N4CC4. Cell line: OVCAR-8. Synergy scores: CSS=34.2, Synergy_ZIP=-0.526, Synergy_Bliss=1.80, Synergy_Loewe=4.15, Synergy_HSA=5.37. (5) Drug 1: CC=C1C(=O)NC(C(=O)OC2CC(=O)NC(C(=O)NC(CSSCCC=C2)C(=O)N1)C(C)C)C(C)C. Drug 2: CCN(CC)CCNC(=O)C1=C(NC(=C1C)C=C2C3=C(C=CC(=C3)F)NC2=O)C. Cell line: NCI-H322M. Synergy scores: CSS=27.3, Synergy_ZIP=-6.97, Synergy_Bliss=-1.60, Synergy_Loewe=-31.5, Synergy_HSA=-1.26. (6) Drug 1: C1CC(=O)NC(=O)C1N2CC3=C(C2=O)C=CC=C3N. Drug 2: CC1=C(C(CCC1)(C)C)C=CC(=CC=CC(=CC(=O)O)C)C. Cell line: OVCAR-5. Synergy scores: CSS=6.89, Synergy_ZIP=4.35, Synergy_Bliss=4.29, Synergy_Loewe=3.32, Synergy_HSA=3.41. (7) Drug 1: C1=NC(=NC(=O)N1C2C(C(C(O2)CO)O)O)N. Drug 2: CC1CCCC2(C(O2)CC(NC(=O)CC(C(C(=O)C(C1O)C)(C)C)O)C(=CC3=CSC(=N3)C)C)C. Cell line: DU-145. Synergy scores: CSS=46.8, Synergy_ZIP=-1.57, Synergy_Bliss=-5.13, Synergy_Loewe=-3.83, Synergy_HSA=-2.43. (8) Drug 1: C1=CC(=CC=C1CC(C(=O)O)N)N(CCCl)CCCl.Cl. Drug 2: CC(C1=C(C=CC(=C1Cl)F)Cl)OC2=C(N=CC(=C2)C3=CN(N=C3)C4CCNCC4)N. Cell line: A498. Synergy scores: CSS=0.186, Synergy_ZIP=-2.13, Synergy_Bliss=-2.14, Synergy_Loewe=-6.87, Synergy_HSA=-4.94. (9) Cell line: RXF 393. Drug 2: C1CN(CCN1C(=O)CCBr)C(=O)CCBr. Synergy scores: CSS=4.70, Synergy_ZIP=-2.77, Synergy_Bliss=-3.07, Synergy_Loewe=-2.37, Synergy_HSA=-2.43. Drug 1: CNC(=O)C1=CC=CC=C1SC2=CC3=C(C=C2)C(=NN3)C=CC4=CC=CC=N4. (10) Drug 1: CS(=O)(=O)CCNCC1=CC=C(O1)C2=CC3=C(C=C2)N=CN=C3NC4=CC(=C(C=C4)OCC5=CC(=CC=C5)F)Cl. Drug 2: C#CCC(CC1=CN=C2C(=N1)C(=NC(=N2)N)N)C3=CC=C(C=C3)C(=O)NC(CCC(=O)O)C(=O)O. Cell line: OVCAR-8. Synergy scores: CSS=60.7, Synergy_ZIP=1.78, Synergy_Bliss=-0.0471, Synergy_Loewe=-28.2, Synergy_HSA=0.0354.